Dataset: Catalyst prediction with 721,799 reactions and 888 catalyst types from USPTO. Task: Predict which catalyst facilitates the given reaction. (1) Reactant: C(=O)(O)O.[NH2:5][C:6]([NH2:8])=[NH:7].O=[C:10]1[CH:19]2[CH:14]([CH2:15][CH2:16][CH2:17][CH2:18]2)[CH2:13][CH2:12][CH:11]1[C:20](OC)=[O:21]. Product: [NH2:7][C:6]1[N:8]=[C:20]([OH:21])[C:11]2[CH2:12][CH2:13][CH:14]3[CH2:15][CH2:16][CH2:17][CH2:18][CH:19]3[C:10]=2[N:5]=1. The catalyst class is: 9. (2) Reactant: [F:1][C:2]1[CH:3]=[CH:4][C:5]([OH:10])=[C:6]([CH:9]=1)[CH:7]=[O:8].IC.[C:13](=O)([O-])[O-].[K+].[K+]. Product: [F:1][C:2]1[CH:3]=[CH:4][C:5]([O:10][CH3:13])=[C:6]([CH:9]=1)[CH:7]=[O:8]. The catalyst class is: 10. (3) Product: [N+:32]([C:31]1[C:26]([NH:25][C:2]2[CH:7]=[CH:6][C:5]([N:8]3[C:12]([C:13]4[CH:14]=[N:15][CH:16]=[CH:17][CH:18]=4)=[N:11][C:10]([C:19]4[CH:24]=[CH:23][CH:22]=[CH:21][N:20]=4)=[N:9]3)=[CH:4][CH:3]=2)=[N:27][CH:28]=[CH:29][CH:30]=1)([O-:34])=[O:33]. The catalyst class is: 102. Reactant: I[C:2]1[CH:7]=[CH:6][C:5]([N:8]2[C:12]([C:13]3[CH:14]=[N:15][CH:16]=[CH:17][CH:18]=3)=[N:11][C:10]([C:19]3[CH:24]=[CH:23][CH:22]=[CH:21][N:20]=3)=[N:9]2)=[CH:4][CH:3]=1.[NH2:25][C:26]1[C:31]([N+:32]([O-:34])=[O:33])=[CH:30][CH:29]=[CH:28][N:27]=1.C1(P(C2C=CC=CC=2)C2C3OC4C(=CC=CC=4P(C4C=CC=CC=4)C4C=CC=CC=4)C(C)(C)C=3C=CC=2)C=CC=CC=1.C([O-])([O-])=O.[Cs+].[Cs+]. (4) Reactant: [Cl-].Cl[CH:3]=[N+](C)C.O[C@@H:8]([CH2:22][N:23]1[CH2:28][CH2:27][O:26][CH2:25][CH2:24]1)[CH2:9][N:10]1[CH2:16][CH2:15][CH2:14][C:13]2[NH:17][CH:18]=[C:19]([CH3:20])[C:12]=2[C:11]1=[O:21].[OH-:29].[Na+].[Cl-].[Na+].[OH2:33]. Product: [OH:29][C@@H:8]([CH2:22][N:23]1[CH2:28][CH2:27][O:26][CH2:25][CH2:24]1)[CH2:9][N:10]1[CH2:16][CH2:15][CH2:14][C:13]2[NH:17][C:18]([CH:3]=[O:33])=[C:19]([CH3:20])[C:12]=2[C:11]1=[O:21]. The catalyst class is: 4. (5) Reactant: Cl[C:2]([CH2:4][C:5]([O:7][CH2:8][CH3:9])=[O:6])=[O:3].C([N:12]([CH2:15][CH3:16])[CH2:13][CH3:14])C.[C:17](=[O:20])([O-])O.[Na+].[O-][CH2:23][CH3:24].[Na+].[CH2:26]1[CH2:30]O[CH2:28][CH2:27]1. Product: [CH2:23]([CH:15]1[N:12]([C:13]2[CH:14]=[CH:30][CH:26]=[CH:27][CH:28]=2)[C:2](=[O:3])[C:4]([C:5]([O:7][CH2:8][CH3:9])=[O:6])=[C:17]([OH:20])[CH2:16]1)[CH3:24]. The catalyst class is: 8. (6) Reactant: C([O:9][C:10]1[C:11]([C:22]([O:24]C)=O)=[N:12][C:13]([C:20]#[N:21])=[C:14]2[C:19]=1[N:18]=[CH:17][CH:16]=[CH:15]2)(=O)C1C=CC=CC=1.[CH3:26][O:27][C:28]1[C:35]([O:36][CH3:37])=[CH:34][CH:33]=[CH:32][C:29]=1[CH2:30][NH2:31].CCOCC. Product: [C:20]([C:13]1[N:12]=[C:11]([C:22]([NH:31][CH2:30][C:29]2[CH:32]=[CH:33][CH:34]=[C:35]([O:36][CH3:37])[C:28]=2[O:27][CH3:26])=[O:24])[C:10]([OH:9])=[C:19]2[C:14]=1[CH:15]=[CH:16][CH:17]=[N:18]2)#[N:21]. The catalyst class is: 11. (7) Reactant: [F:1][C:2]1[CH:9]=[CH:8][C:7]([CH2:10][O:11][N:12]=[C:13]2[CH2:18][CH2:17][NH:16][CH2:15][CH2:14]2)=[CH:6][C:3]=1[C:4]#[N:5].Cl[CH:20]([C:28]1[CH:33]=[CH:32][C:31]([F:34])=[CH:30][CH:29]=1)[C:21]1[CH:26]=[CH:25][C:24]([F:27])=[CH:23][CH:22]=1.C([O-])([O-])=O.[K+].[K+]. Product: [F:27][C:24]1[CH:23]=[CH:22][C:21]([CH:20]([C:28]2[CH:33]=[CH:32][C:31]([F:34])=[CH:30][CH:29]=2)[N:16]2[CH2:15][CH2:14][C:13](=[N:12][O:11][CH2:10][C:7]3[CH:8]=[CH:9][C:2]([F:1])=[C:3]([CH:6]=3)[C:4]#[N:5])[CH2:18][CH2:17]2)=[CH:26][CH:25]=1. The catalyst class is: 10. (8) Reactant: I[C:2]1[C:6]2[C:7]([O:11][CH3:12])=[N:8][CH:9]=[CH:10][C:5]=2[N:4]([C:13]([C:26]2[CH:31]=[CH:30][CH:29]=[CH:28][CH:27]=2)([C:20]2[CH:25]=[CH:24][CH:23]=[CH:22][CH:21]=2)[C:14]2[CH:19]=[CH:18][CH:17]=[CH:16][CH:15]=2)[N:3]=1.[Cl:32][C:33]1[CH:38]=[C:37](B(O)O)[CH:36]=[CH:35][N:34]=1.C(#N)C.C([O-])(=O)C.[K+]. Product: [Cl:32][C:33]1[CH:38]=[C:37]([C:2]2[C:6]3[C:7]([O:11][CH3:12])=[N:8][CH:9]=[CH:10][C:5]=3[N:4]([C:13]([C:26]3[CH:31]=[CH:30][CH:29]=[CH:28][CH:27]=3)([C:20]3[CH:25]=[CH:24][CH:23]=[CH:22][CH:21]=3)[C:14]3[CH:19]=[CH:18][CH:17]=[CH:16][CH:15]=3)[N:3]=2)[CH:36]=[CH:35][N:34]=1. The catalyst class is: 229. (9) Reactant: [C:1]([C:4]([CH:11]1[C:20]2[C:15](=[CH:16][C:17]([S:21]([C:24]3[CH:29]=[CH:28][CH:27]=[C:26]([F:30])[CH:25]=3)(=[O:23])=[O:22])=[CH:18][CH:19]=2)[O:14][CH2:13][CH2:12]1)(C(O)=O)C(O)=O)([OH:3])=[O:2]. Product: [F:30][C:26]1[CH:25]=[C:24]([S:21]([C:17]2[CH:16]=[C:15]3[C:20]([CH:11]([CH2:4][C:1]([OH:3])=[O:2])[CH2:12][CH2:13][O:14]3)=[CH:19][CH:18]=2)(=[O:23])=[O:22])[CH:29]=[CH:28][CH:27]=1. The catalyst class is: 52.